Dataset: CYP1A2 inhibition data for predicting drug metabolism from PubChem BioAssay. Task: Regression/Classification. Given a drug SMILES string, predict its absorption, distribution, metabolism, or excretion properties. Task type varies by dataset: regression for continuous measurements (e.g., permeability, clearance, half-life) or binary classification for categorical outcomes (e.g., BBB penetration, CYP inhibition). Dataset: cyp1a2_veith. (1) The drug is O=C(NNS(=O)(=O)c1ccccc1)c1cccnc1. The result is 0 (non-inhibitor). (2) The compound is C=CCN(CC=C)CC(O)Cn1c2ccccc2c2ccccc21. The result is 1 (inhibitor). (3) The drug is Cc1ccc(OCC(=O)NNC(=O)c2cccnc2)cc1. The result is 0 (non-inhibitor). (4) The compound is CN(C)c1ccc(-c2cncnc2NCCc2cnc[nH]2)cc1. The result is 1 (inhibitor). (5) The drug is CO[C@H]1COC(=O)[C@@H](OCc2ccccc2)/C=C\[C@H](C)[C@@H](OC)COC(=O)[C@H](OCc2ccccc2)/C=C\[C@@H]1C. The result is 0 (non-inhibitor). (6) The molecule is CC(=O)NCCNc1nc(-c2cccnc2)nc2ccccc12. The result is 1 (inhibitor). (7) The drug is CN(C)C(=N)N=C(N)N. The result is 0 (non-inhibitor). (8) The drug is COc1ccc(O[C@H]2C=C[C@@H](c3ccccc3)O[C@H]2CO/N=C2/c3cc(OC)ccc3O[C@@H](c3cccc(OC)c3)[C@H]2O)cc1. The result is 0 (non-inhibitor). (9) The molecule is CCOC(=O)c1[nH]c(C)c(C(=O)N2CCC3(CC2)OCCO3)c1C. The result is 0 (non-inhibitor). (10) The compound is NC(=O)c1ccc(-c2ncc(-c3ccccc3)o2)cc1. The result is 1 (inhibitor).